From a dataset of TCR-epitope binding with 47,182 pairs between 192 epitopes and 23,139 TCRs. Binary Classification. Given a T-cell receptor sequence (or CDR3 region) and an epitope sequence, predict whether binding occurs between them. (1) The epitope is RILGAGCFV. The TCR CDR3 sequence is CASSYVGTPTGELFF. Result: 1 (the TCR binds to the epitope). (2) The epitope is GLCTLVAML. The TCR CDR3 sequence is CASSLSGQETDTQYF. Result: 1 (the TCR binds to the epitope). (3) The TCR CDR3 sequence is CASGKGLAGEETQYF. Result: 1 (the TCR binds to the epitope). The epitope is KLWAQCVQL. (4) The epitope is AVFDRKSDAK. The TCR CDR3 sequence is CASSLSSGRTEAFF. Result: 1 (the TCR binds to the epitope).